This data is from Full USPTO retrosynthesis dataset with 1.9M reactions from patents (1976-2016). The task is: Predict the reactants needed to synthesize the given product. (1) The reactants are: [O:1]1[CH2:5][CH2:4][C:3]([CH:6]([OH:9])[CH2:7][OH:8])=[CH:2]1.C1C(=O)N([Br:17])C(=O)C1.S([O-])([O-])=O.[Na+].[Na+]. Given the product [Br:17][C:3]12[CH:6]([OH:9])[CH2:7][O:8][CH:2]1[O:1][CH2:5][CH2:4]2, predict the reactants needed to synthesize it. (2) Given the product [NH:1]1[CH:5]=[CH:4][N:3]=[C:2]1[CH:6]1[C:15]2[C:10](=[CH:11][CH:12]=[CH:13][CH:14]=2)[N:9]([CH3:16])[CH2:8][CH2:7]1, predict the reactants needed to synthesize it. The reactants are: [NH:1]1[CH:5]=[CH:4][N:3]=[C:2]1[C:6]1[C:15]2[C:10](=[CH:11][CH:12]=[CH:13][CH:14]=2)[N:9]([CH3:16])[CH2:8][CH:7]=1.[H-].[Al+3].[Li+].[H-].[H-].[H-]. (3) Given the product [CH3:1][O:2][C:3]1[C:12]([CH:16]=[O:17])=[CH:11][C:6]2[O:7][CH2:8][CH2:9][O:10][C:5]=2[CH:4]=1, predict the reactants needed to synthesize it. The reactants are: [CH3:1][O:2][C:3]1[CH:12]=[CH:11][C:6]2[O:7][CH2:8][CH2:9][O:10][C:5]=2[CH:4]=1.CN([CH:16]=[O:17])C.P(Cl)(Cl)Cl.[OH-].[Na+].